This data is from Reaction yield outcomes from USPTO patents with 853,638 reactions. The task is: Predict the reaction yield, written as a fraction of the theoretical maximum amount of product (1.0 means a 100% yield; for example, 0.34 means a 34% yield). (1) The reactants are [Cl:1][C:2]1[CH:3]=[C:4]([NH2:10])[C:5]([NH2:9])=[CH:6][C:7]=1[Cl:8].C(N(CC)CC)C.O=[S:19](Cl)Cl. The catalyst is ClCCl. The product is [Cl:1][C:2]1[C:7]([Cl:8])=[CH:6][C:5]2[C:4]([CH:3]=1)=[N:10][S:19][N:9]=2. The yield is 0.680. (2) The reactants are [CH3:1][O:2][C:3](=[O:34])[NH:4][CH:5]([C:9]([N:11]1[CH:17]([C:18]2[NH:19][C:20]([C:23]3[CH:32]=[CH:31][C:30]4[C:25](=[CH:26][CH:27]=[C:28](Br)[CH:29]=4)[CH:24]=3)=[CH:21][N:22]=2)[CH2:16][C:13]2([CH2:15][CH2:14]2)[CH2:12]1)=[O:10])[CH:6]([CH3:8])[CH3:7].[C:35]([O:39][C:40]([N:42]1[CH:47]([C:48]2[NH:49][C:50]([C:53]3[CH:58]=[CH:57][C:56](B4OC(C)(C)C(C)(C)O4)=[CH:55][CH:54]=3)=[CH:51][N:52]=2)[CH:46]2[CH2:68][CH:43]1[CH2:44][CH2:45]2)=[O:41])([CH3:38])([CH3:37])[CH3:36].C([O-])(O)=O.[Na+].N#N. The catalyst is COCCOC.C1C=CC([P]([Pd]([P](C2C=CC=CC=2)(C2C=CC=CC=2)C2C=CC=CC=2)([P](C2C=CC=CC=2)(C2C=CC=CC=2)C2C=CC=CC=2)[P](C2C=CC=CC=2)(C2C=CC=CC=2)C2C=CC=CC=2)(C2C=CC=CC=2)C2C=CC=CC=2)=CC=1. The product is [C:35]([O:39][C:40]([N:42]1[CH:47]([C:48]2[NH:49][C:50]([C:53]3[CH:58]=[CH:57][C:56]([C:28]4[CH:27]=[CH:26][C:25]5[C:30](=[CH:31][CH:32]=[C:23]([C:20]6[NH:19][C:18]([CH:17]7[CH2:16][C:13]8([CH2:15][CH2:14]8)[CH2:12][N:11]7[C:9](=[O:10])[CH:5]([NH:4][C:3]([O:2][CH3:1])=[O:34])[CH:6]([CH3:8])[CH3:7])=[N:22][CH:21]=6)[CH:24]=5)[CH:29]=4)=[CH:55][CH:54]=3)=[CH:51][N:52]=2)[CH:46]2[CH2:68][CH:43]1[CH2:44][CH2:45]2)=[O:41])([CH3:38])([CH3:36])[CH3:37]. The yield is 0.560. (3) The reactants are [OH:1][C@H:2]([C:26]1[CH:27]=[N:28][CH:29]=[CH:30][CH:31]=1)[CH2:3][N:4]([CH2:12][C@H:13]1[CH2:22][CH2:21][C:20]2[C:15](=[CH:16][CH:17]=[C:18]([N+:23]([O-])=O)[CH:19]=2)[O:14]1)[C:5](=[O:11])[O:6][C:7]([CH3:10])([CH3:9])[CH3:8].[BH4-].[Na+]. The catalyst is C1COCC1.C(O)C.[Pd]. The product is [NH2:23][C:18]1[CH:19]=[C:20]2[C:15](=[CH:16][CH:17]=1)[O:14][C@@H:13]([CH2:12][N:4]([CH2:3][C@H:2]([OH:1])[C:26]1[CH:27]=[N:28][CH:29]=[CH:30][CH:31]=1)[C:5](=[O:11])[O:6][C:7]([CH3:10])([CH3:9])[CH3:8])[CH2:22][CH2:21]2. The yield is 0.300. (4) The reactants are N([O-])=[O:2].[Na+].[N+]([O-])(O)=O.[Cl:9][C:10]1[CH:11]=[C:12]([C:16]2[C:25]3[C:20]4=[C:21]([CH2:41][CH2:42][N:19]4[C:18](=[O:43])[CH:17]=2)[CH:22]=[C:23]([CH:26]([C:34]2[CH:39]=[CH:38][C:37]([I:40])=[CH:36][CH:35]=2)[C:27]2[N:31]([CH3:32])[C:30](S)=[N:29][N:28]=2)[CH:24]=3)[CH:13]=[CH:14][CH:15]=1.C([O-])([O-])=O.[K+].[K+]. The catalyst is C1COCC1.O. The product is [OH2:2].[Cl:9][C:10]1[CH:11]=[C:12]([C:16]2[C:25]3[C:20]4=[C:21]([CH2:41][CH2:42][N:19]4[C:18](=[O:43])[CH:17]=2)[CH:22]=[C:23]([CH:26]([C:34]2[CH:39]=[CH:38][C:37]([I:40])=[CH:36][CH:35]=2)[C:27]2[N:31]([CH3:32])[CH:30]=[N:29][N:28]=2)[CH:24]=3)[CH:13]=[CH:14][CH:15]=1. The yield is 0.105. (5) The reactants are [F:1][CH:2]([F:41])[C:3]1[N:7]([C:8]2[N:13]=[C:12]([N:14]3[CH2:19][CH2:18][O:17][CH2:16][CH2:15]3)[N:11]=[C:10]([N:20]3[CH2:25][CH2:24][CH:23]([N:26]([CH2:31][CH2:32]CO)[S:27]([CH3:30])(=[O:29])=[O:28])[CH2:22][CH2:21]3)[N:9]=2)[C:6]2[CH:35]=[CH:36][CH:37]=[C:38]([O:39][CH3:40])[C:5]=2[N:4]=1.[CH3:42]S(Cl)(=O)=O.[NH:47]1[CH2:52][CH2:51][O:50][CH2:49][CH2:48]1. No catalyst specified. The product is [F:41][CH:2]([F:1])[C:3]1[N:7]([C:8]2[N:13]=[C:12]([N:14]3[CH2:15][CH2:16][O:17][CH2:18][CH2:19]3)[N:11]=[C:10]([N:20]3[CH2:25][CH2:24][CH:23]([N:26]([CH2:31][CH2:32][CH2:42][N:47]4[CH2:52][CH2:51][O:50][CH2:49][CH2:48]4)[S:27]([CH3:30])(=[O:28])=[O:29])[CH2:22][CH2:21]3)[N:9]=2)[C:6]2[CH:35]=[CH:36][CH:37]=[C:38]([O:39][CH3:40])[C:5]=2[N:4]=1. The yield is 0.580. (6) The reactants are Br[C:2]1[CH:10]=[CH:9][C:5]([CH2:6][CH2:7][OH:8])=[CH:4][CH:3]=1.[CH3:11][Si](N[Si](C)(C)C)(C)C.[C:20](#N)[CH3:21].Cl.[CH2:24]([O:26][C:27](=[O:29])C)C. The catalyst is [Cl-].[NH4+].O.ClCCl. The product is [CH3:24][O:26][C:27](=[O:29])[C:20]([C:2]1[CH:10]=[CH:9][C:5]([CH2:6][CH2:7][OH:8])=[CH:4][CH:3]=1)([CH3:21])[CH3:11]. The yield is 0.880. (7) The reactants are C(O[BH-](OC(=O)C)OC(=O)C)(=O)C.[Na+].Cl.[CH2:16]1[C:25]2[C:20](=[CH:21][CH:22]=[C:23]([C:26]([O:28][CH3:29])=[O:27])[CH:24]=2)[CH2:19][CH2:18][NH:17]1.[C:30]([C:32]1[CH:39]=[CH:38][C:35]([CH:36]=O)=[CH:34][CH:33]=1)#[N:31].C(=O)(O)[O-].[Na+]. The catalyst is ClCCl.C(OCC)C. The product is [C:30]([C:32]1[CH:39]=[CH:38][C:35]([CH2:36][N:17]2[CH2:18][CH2:19][C:20]3[C:25](=[CH:24][C:23]([C:26]([O:28][CH3:29])=[O:27])=[CH:22][CH:21]=3)[CH2:16]2)=[CH:34][CH:33]=1)#[N:31]. The yield is 0.300.